Predict the reactants needed to synthesize the given product. From a dataset of Full USPTO retrosynthesis dataset with 1.9M reactions from patents (1976-2016). (1) Given the product [OH:31][C:28]1[N:27]([C:32]2[CH:33]=[CH:34][C:35]([N:38]3[CH2:43][CH2:42][O:41][CH2:40][CH2:39]3)=[CH:36][CH:37]=2)[C:26]([C:10]2[CH:11]=[C:12]([CH:23]([CH3:25])[CH3:24])[C:13]([OH:15])=[CH:14][C:9]=2[OH:8])=[N:30][N:29]=1, predict the reactants needed to synthesize it. The reactants are: C([O:8][C:9]1[CH:14]=[C:13]([O:15]CC2C=CC=CC=2)[C:12]([CH:23]([CH3:25])[CH3:24])=[CH:11][C:10]=1[C:26]1[N:27]([C:32]2[CH:37]=[CH:36][C:35]([N:38]3[CH2:43][CH2:42][O:41][CH2:40][CH2:39]3)=[CH:34][CH:33]=2)[C:28]([OH:31])=[N:29][N:30]=1)C1C=CC=CC=1.C(O)(=O)C.CN(C)C=O. (2) Given the product [CH2:1]([O:8][C:9]1[N:10]=[N:11][C:12]([C:23]([CH3:27])=[CH2:24])=[CH:13][C:14]=1[O:15][CH2:16][C:17]1[CH:22]=[CH:21][CH:20]=[CH:19][CH:18]=1)[C:2]1[CH:3]=[CH:4][CH:5]=[CH:6][CH:7]=1, predict the reactants needed to synthesize it. The reactants are: [CH2:1]([O:8][C:9]1[N:10]=[N:11][C:12]([C:23]2[CH2:27]CC[CH:24]=2)=[CH:13][C:14]=1[O:15][CH2:16][C:17]1[CH:22]=[CH:21][CH:20]=[CH:19][CH:18]=1)[C:2]1[CH:7]=[CH:6][CH:5]=[CH:4][CH:3]=1.C(OC1N=NC(Cl)=CC=1OCC1C=CC=CC=1)C1C=CC=CC=1.C(OC1N=NC(C#CC(C)C)=CC=1OCC1C=CC=CC=1)C1C=CC=CC=1.CC1(C)C(C)(C)OB(C(C)=C)O1. (3) Given the product [C:33]([O:32][C:30]([N:27]1[CH2:26][CH2:25][C:24]([NH:23][CH2:1][C:3]2[C:11]3[C:10]([C:12]([O:14][CH3:15])=[O:13])=[CH:9][CH:8]=[N:7][C:6]=3[N:5]([C:16]([O:18][C:19]([CH3:22])([CH3:21])[CH3:20])=[O:17])[CH:4]=2)([CH3:37])[CH2:29][CH2:28]1)=[O:31])([CH3:36])([CH3:35])[CH3:34], predict the reactants needed to synthesize it. The reactants are: [CH:1]([C:3]1[C:11]2[C:10]([C:12]([O:14][CH3:15])=[O:13])=[CH:9][CH:8]=[N:7][C:6]=2[N:5]([C:16]([O:18][C:19]([CH3:22])([CH3:21])[CH3:20])=[O:17])[CH:4]=1)=O.[NH2:23][C:24]1([CH3:37])[CH2:29][CH2:28][N:27]([C:30]([O:32][C:33]([CH3:36])([CH3:35])[CH3:34])=[O:31])[CH2:26][CH2:25]1.C(O[BH-](OC(=O)C)OC(=O)C)(=O)C.[Na+].